Task: Predict the product of the given reaction.. Dataset: Forward reaction prediction with 1.9M reactions from USPTO patents (1976-2016) Given the reactants S[C:2]1[S:3][C:4]2[CH:10]=[CH:9][C:8]([O:11][CH3:12])=[CH:7][C:5]=2[N:6]=1.C1(C)C=CC(S([O:22][CH3:23])(=O)=O)=CC=1.[CH3:25][N:26]([CH3:50])[CH2:27][C:28]([NH:30][C:31]1[CH:36]=[CH:35][CH:34]=[C:33]([N:37]=[C:38]2[N:42]([C:43]3O[CH:45]=[CH:46][CH:47]=3)[C:41](=[O:48])[CH:40]([CH3:49])[S:39]2)[CH:32]=1)=[O:29], predict the reaction product. The product is: [CH3:25][N:26]([CH3:50])[CH2:27][C:28]([NH:30][C:31]1[CH:36]=[CH:35][CH:34]=[C:33]([N:37]=[C:38]2[N:42]([CH2:43][C:47]3[O:22][CH:23]=[CH:45][CH:46]=3)[C:41](=[O:48])[C:40](=[C:49]3[N:6]([CH3:2])[C:5]4[CH:7]=[C:8]([O:11][CH3:12])[CH:9]=[CH:10][C:4]=4[S:3]3)[S:39]2)[CH:32]=1)=[O:29].